This data is from Forward reaction prediction with 1.9M reactions from USPTO patents (1976-2016). The task is: Predict the product of the given reaction. (1) Given the reactants [C:1]([O:5][C:6]([CH2:8][N:9]1[C:17]2[C:12](=[CH:13][C:14]([C:18]([O:20]CC3C=CC=CC=3)=[O:19])=[CH:15][CH:16]=2)[CH:11]=[CH:10]1)=[O:7])([CH3:4])([CH3:3])[CH3:2].[H][H], predict the reaction product. The product is: [C:1]([O:5][C:6]([CH2:8][N:9]1[C:17]2[C:12](=[CH:13][C:14]([C:18]([OH:20])=[O:19])=[CH:15][CH:16]=2)[CH:11]=[CH:10]1)=[O:7])([CH3:4])([CH3:2])[CH3:3]. (2) Given the reactants [OH:1][C:2]1[CH:7]=[CH:6][C:5]([CH:8]2[CH2:13][CH2:12][NH:11][CH2:10][CH:9]2[O:14][CH2:15][C:16]2[CH:25]=[C:24]3[C:19]([CH2:20][CH2:21][C:22](=[O:31])[N:23]3[CH2:26][CH2:27][CH2:28][O:29][CH3:30])=[CH:18][CH:17]=2)=[CH:4][CH:3]=1.[CH:32]([O:34][CH2:35][C:36]1[CH:41]=[CH:40][CH:39]=[CH:38][CH:37]=1)=[O:33], predict the reaction product. The product is: [OH:1][C:2]1[CH:7]=[CH:6][C:5]([CH:8]2[CH2:13][CH2:12][N:11]([C:32]([O:34][CH2:35][C:36]3[CH:41]=[CH:40][CH:39]=[CH:38][CH:37]=3)=[O:33])[CH2:10][CH:9]2[O:14][CH2:15][C:16]2[CH:25]=[C:24]3[C:19]([CH2:20][CH2:21][C:22](=[O:31])[N:23]3[CH2:26][CH2:27][CH2:28][O:29][CH3:30])=[CH:18][CH:17]=2)=[CH:4][CH:3]=1. (3) Given the reactants C([O:8][C:9]1[CH:14]=[CH:13][N:12]([C:15]2[CH:16]=[CH:17][C:18]3[N:22]=[C:21]([CH3:23])[N:20]([CH3:24])[C:19]=3[CH:25]=2)[C:11](=[O:26])[CH:10]=1)C1C=CC=CC=1, predict the reaction product. The product is: [CH3:24][N:20]1[C:19]2[CH:25]=[C:15]([N:12]3[CH:13]=[CH:14][C:9]([OH:8])=[CH:10][C:11]3=[O:26])[CH:16]=[CH:17][C:18]=2[N:22]=[C:21]1[CH3:23].